From a dataset of Full USPTO retrosynthesis dataset with 1.9M reactions from patents (1976-2016). Predict the reactants needed to synthesize the given product. Given the product [CH3:43][S:44]([O:15][CH2:14][C:12]1[CH:13]=[C:8]([C:5]2[CH:6]=[CH:7][C:2]([F:1])=[CH:3][CH:4]=2)[CH:9]=[C:10]([CH2:16][N:17]([CH2:28][C:29]2[CH:30]=[CH:31][C:32]([F:35])=[CH:33][CH:34]=2)[S:18]([C:21]2[CH:26]=[CH:25][C:24]([CH3:27])=[CH:23][CH:22]=2)(=[O:20])=[O:19])[CH:11]=1)(=[O:46])=[O:45], predict the reactants needed to synthesize it. The reactants are: [F:1][C:2]1[CH:7]=[CH:6][C:5]([C:8]2[CH:13]=[C:12]([CH2:14][OH:15])[CH:11]=[C:10]([CH2:16][N:17]([CH2:28][C:29]3[CH:34]=[CH:33][C:32]([F:35])=[CH:31][CH:30]=3)[S:18]([C:21]3[CH:26]=[CH:25][C:24]([CH3:27])=[CH:23][CH:22]=3)(=[O:20])=[O:19])[CH:9]=2)=[CH:4][CH:3]=1.CCN(CC)CC.[CH3:43][S:44](Cl)(=[O:46])=[O:45].Cl.